This data is from Forward reaction prediction with 1.9M reactions from USPTO patents (1976-2016). The task is: Predict the product of the given reaction. (1) Given the reactants [CH2:1]([CH:8]([C:14]([O:16][CH2:17][CH3:18])=[O:15])[C:9]([O:11][CH2:12][CH3:13])=[O:10])[C:2]1[CH:7]=[CH:6][CH:5]=[CH:4][CH:3]=1.N#N.[H-].[Na+].I[CH3:24], predict the reaction product. The product is: [CH2:1]([C:8]([CH3:24])([C:9]([O:11][CH2:12][CH3:13])=[O:10])[C:14]([O:16][CH2:17][CH3:18])=[O:15])[C:2]1[CH:7]=[CH:6][CH:5]=[CH:4][CH:3]=1. (2) Given the reactants Br[CH2:2][CH2:3][CH2:4][CH2:5][CH2:6][C:7]1[C:13]2[CH:14]=[CH:15][C:16]([OH:18])=[CH:17][C:12]=2[CH2:11][CH2:10][CH2:9][C:8]=1[C:19]1[CH:24]=[CH:23][CH:22]=[C:21]([OH:25])[CH:20]=1.[CH3:26][NH:27][CH2:28][CH2:29][CH2:30][CH2:31][CH2:32][CH2:33][S:34]([CH2:37][CH2:38][CH2:39][C:40]([F:46])([F:45])[C:41]([F:44])([F:43])[F:42])(=[O:36])=[O:35], predict the reaction product. The product is: [OH:25][C:21]1[CH:20]=[C:19]([C:8]2[CH2:9][CH2:10][CH2:11][C:12]3[CH:17]=[C:16]([OH:18])[CH:15]=[CH:14][C:13]=3[C:7]=2[CH2:6][CH2:5][CH2:4][CH2:3][CH2:2][N:27]([CH3:26])[CH2:28][CH2:29][CH2:30][CH2:31][CH2:32][CH2:33][S:34]([CH2:37][CH2:38][CH2:39][C:40]([F:46])([F:45])[C:41]([F:42])([F:43])[F:44])(=[O:36])=[O:35])[CH:24]=[CH:23][CH:22]=1. (3) Given the reactants N[C:2]1[CH:7]=[CH:6][C:5]([C:8]2[N:13]=[C:12]([N:14]3[CH2:19][CH2:18][O:17][CH2:16][CH2:15]3)[C:11]3=[CH:20][C:21]([C:23]([N:25]([CH3:27])[CH3:26])=[O:24])=[CH:22][N:10]3[N:9]=2)=[CH:4][CH:3]=1.[OH:28][CH2:29]C1C=C(C2N=C(N3CCOCC3)C3=CC(C(O)=O)=CN3N=2)C=CC=1, predict the reaction product. The product is: [OH:28][CH2:29][C:7]1[CH:6]=[C:5]([C:8]2[N:13]=[C:12]([N:14]3[CH2:15][CH2:16][O:17][CH2:18][CH2:19]3)[C:11]3=[CH:20][C:21]([C:23]([N:25]([CH3:26])[CH3:27])=[O:24])=[CH:22][N:10]3[N:9]=2)[CH:4]=[CH:3][CH:2]=1. (4) Given the reactants [CH3:13][C:12]([O:11][C:9](O[C:9]([O:11][C:12]([CH3:15])([CH3:14])[CH3:13])=[O:10])=[O:10])([CH3:15])[CH3:14].[NH:16]1[C:24]2[C:19](=[CH:20][N:21]=[CH:22][CH:23]=2)[CH:18]=[CH:17]1.C(N(CC)CC)C, predict the reaction product. The product is: [N:16]1([C:9]([O:11][C:12]([CH3:13])([CH3:14])[CH3:15])=[O:10])[C:24]2[CH:23]=[CH:22][N:21]=[CH:20][C:19]=2[CH:18]=[CH:17]1. (5) Given the reactants [NH2:1][C:2]1[C:15]2[C:6](=[CH:7][C:8]3[C:9]4[C:14]=2[C:13](=[O:16])[N:12]([CH2:17][CH2:18][N:19]([CH3:21])[CH3:20])[C:11](=[O:22])[C:10]=4[CH:23]=[CH:24][CH:25]=3)[CH:5]=[CH:4][CH:3]=1.[CH2:26]([N:28]=[C:29]=[S:30])[CH3:27], predict the reaction product. The product is: [CH3:21][N:19]([CH3:20])[CH2:18][CH2:17][N:12]1[C:11](=[O:22])[C:10]2[CH:23]=[CH:24][CH:25]=[C:8]3[C:9]=2[C:14](=[C:15]2[C:2]([NH:1][C:29]([NH:28][CH2:26][CH3:27])=[S:30])=[CH:3][CH:4]=[CH:5][C:6]2=[CH:7]3)[C:13]1=[O:16].